From a dataset of Full USPTO retrosynthesis dataset with 1.9M reactions from patents (1976-2016). Predict the reactants needed to synthesize the given product. Given the product [F:1][C:2]1[C:3]([C:9]([OH:11])([CH3:12])[CH3:10])=[CH:4][CH:5]=[CH:6][C:7]=1[OH:8], predict the reactants needed to synthesize it. The reactants are: [F:1][C:2]1[C:7]([OH:8])=[CH:6][CH:5]=[CH:4][C:3]=1[C:9](=[O:11])[CH3:10].[CH3:12][Mg]Br.Cl.